Dataset: Peptide-MHC class I binding affinity with 185,985 pairs from IEDB/IMGT. Task: Regression. Given a peptide amino acid sequence and an MHC pseudo amino acid sequence, predict their binding affinity value. This is MHC class I binding data. (1) The peptide sequence is SVHYKFVTK. The MHC is HLA-A30:01 with pseudo-sequence HLA-A30:01. The binding affinity (normalized) is 1.00. (2) The peptide sequence is IVDYVTAYG. The MHC is HLA-A31:01 with pseudo-sequence HLA-A31:01. The binding affinity (normalized) is 0.0847. (3) The peptide sequence is QHAKDFKEY. The MHC is Mamu-A20102 with pseudo-sequence Mamu-A20102. The binding affinity (normalized) is 0.752. (4) The peptide sequence is RPAFPAGTF. The MHC is HLA-A26:01 with pseudo-sequence HLA-A26:01. The binding affinity (normalized) is 0.0847.